From a dataset of Full USPTO retrosynthesis dataset with 1.9M reactions from patents (1976-2016). Predict the reactants needed to synthesize the given product. Given the product [OH:4][C:5]1[C:6]([C:2]#[N:1])=[CH:7][C:8]2[C:13]3([CH2:12][O:11][C:9]=2[CH:10]=1)[C:21]1[C:16](=[CH:17][CH:18]=[CH:19][CH:20]=1)[N:15]([CH2:22][C:23]1[CH:28]=[CH:27][CH:26]=[CH:25][C:24]=1[C:29]([F:32])([F:30])[F:31])[C:14]3=[O:33], predict the reactants needed to synthesize it. The reactants are: [NH2:1][C:2]1[C:6]2[CH:7]=[C:8]3[C:13]4([C:21]5[C:16](=[CH:17][CH:18]=[CH:19][CH:20]=5)[N:15]([CH2:22][C:23]5[CH:28]=[CH:27][CH:26]=[CH:25][C:24]=5[C:29]([F:32])([F:31])[F:30])[C:14]4=[O:33])[CH2:12][O:11][C:9]3=[CH:10][C:5]=2[O:4]N=1.NC1C2C=C3C4(C5C(=CC=CC=5)N(C[C@H]5CCCO5)C4=O)COC3=CC=2ON=1.